Regression. Given a target protein amino acid sequence and a drug SMILES string, predict the binding affinity score between them. We predict pKi (pKi = -log10(Ki in M); higher means stronger inhibition). Dataset: bindingdb_ki. From a dataset of Drug-target binding data from BindingDB using Ki measurements. (1) The compound is NCCC(O)(P(=O)(O)O)P(=O)(O)O. The target protein (Q07010) has sequence MEPACKYDFATSVLFTEAELHTRMRGVAQRIADDYSNCNLKPLENPLVIVSVLKGSFVFTADMVRILGDFGVPTRVEFLRASSYGHDTKSCGRVDVKADGLCDIRGKHVLVLEDILDTALTLREVVDSLKKSEPASIKTLVAIDKPGGRKIPFTAEYVVADVPNVFVVGYGLDYDQSYREVRDVVILKPSVYETWGKELERRKAAGEAKR. The pKi is 4.3. (2) The compound is O=C(O)CC[C@H](NC(=O)N[C@@H](CCc1nnn[nH]1)C(=O)O)C(=O)O. The target protein (Q9Y3Q0) has sequence MAESRGRLYLWMCLAAALASFLMGFMVGWFIKPLKETTTSVRYHQSIRWKLVSEMKAENIKSFLRSFTKLPHLAGTEQNFLLAKKIQTQWKKFGLDSAKLVHYDVLLSYPNETNANYISIVDEHETEIFKTSYLEPPPDGYENVTNIVPPYNAFSAQGMPEGDLVYVNYARTEDFFKLEREMGINCTGKIVIARYGKIFRGNKVKNAMLAGAIGIILYSDPADYFAPEVQPYPKGWNLPGTAAQRGNVLNLNGAGDPLTPGYPAKEYTFRLDVEEGVGIPRIPVHPIGYNDAEILLRYLGGIAPPDKSWKGALNVSYSIGPGFTGSDSFRKVRMHVYNINKITRIYNVVGTIRGSVEPDRYVILGGHRDSWVFGAIDPTSGVAVLQEIARSFGKLMSKGWRPRRTIIFASWDAEEFGLLGSTEWAEENVKILQERSIAYINSDSSIEGNYTLRVDCTPLLYQLVYKLTKEIPSPDDGFESKSLYESWLEKDPSPENKNLP.... The pKi is 9.0. (3) The compound is COc1cccc2cc(C(=O)O)c(=O)oc12. The target protein (P23280) has sequence MRALVLLLSLFLLGGQAQHVSDWTYSEGALDEAHWPQHYPACGGQRQSPINLQRTKVRYNPSLKGLNMTGYETQAGEFPMVNNGHTVQISLPSTMRMTVADGTVYIAQQMHFHWGGASSEISGSEHTVDGIRHVIEIHIVHYNSKYKSYDIAQDAPDGLAVLAAFVEVKNYPENTYYSNFISHLANIKYPGQRTTLTGLDVQDMLPRNLQHYYTYHGSLTTPPCTENVHWFVLADFVKLSRTQVWKLENSLLDHRNKTIHNDYRRTQPLNHRVVESNFPNQEYTLGSEFQFYLHKIEEILDYLRRALN. The pKi is 4.3. (4) The compound is Nc1ccc2c(c1)CC1(C(=O)NC(=O)NC1=O)C1CN(Cc3ccccc3)CCN21. The target protein (P62623) has sequence MQILLANPRGFCAGVDRAISIVENALAIYGAPIYVRHEVVHNRYVVDSLRERGAIFIEQISEVPDGAILIFSAHGVSQAVRNEAKSRDLTVFDATCPLVTKVHMEVARASRRGEESILIGHAGHPEVEGTMGQYSNPEGGMYLVESPDDVWKLTVKNEEKLSFMTQTTLSVDDTSDVIDALRKRFPKIVGPRKDDICYATTNRQEAVRALAEQAEVVLVVGSKNSSNSNRLAELAQRMGKRAFLIDDAKDIQEEWVKEVKCVGVTAGASAPDILVQNVVARLQQLGGGEAIPLEGREENIVFEVPKELRVDIREVD. The pKi is 5.5. (5) The small molecule is CC(C)c1nc(CN(C)C(=O)N[C@H](C(=O)N[C@@H](Cc2ccccc2)C[C@H](O)[C@H](Cc2ccccc2)NC(=O)OCc2cncs2)C(C)C)cs1. The target protein sequence is PQITLWQRPLVTVKIGGQLKEALLDTGADDTVLEDINLPGKWKPKMIGGIGGFIKVRQYDQILIEICGKKAIGTVLVGPTPVNIIGRNMLTQIGCTLNF. The pKi is 9.5. (6) The target protein (P97678) has sequence MGKKLVMAQKRGETRALCLGVAMVVCAAITYYILGTTVLPLYQKSVWTQESTCHLVETNIKDQEELEGRKVPQYPCLWVNVSAVGRWAMLYHTEDTRDQNQQCSYIPRNLDNYQTALVDVKKVRANFYKHHNFYCFSAPQVNETSVVYQRLYGPQILLFSFFWPTFLLTGGLLIIAMVKLNRSLSVLAAQK. The drug is CNCC[C@H](Oc1cccc2ccccc12)c1cccs1. The pKi is 6.0. (7) The compound is CCCC(Oc1cnn(-c2ccc(C(F)(F)F)cc2)c1)c1ccc(C(=O)NCCC(=O)O)cc1. The target protein (P48546) has sequence MTTSPILQLLLRLSLCGLLLQRAETGSKGQTAGELYQRWERYRRECQETLAAAEPPSGLACNGSFDMYVCWDYAAPNATARASCPWYLPWHHHVAAGFVLRQCGSDGQWGLWRDHTQCENPEKNEAFLDQRLILERLQVMYTVGYSLSLATLLLALLILSLFRRLHCTRNYIHINLFTSFMLRAAAILSRDRLLPRPGPYLGDQALALWNQALAACRTAQIVTQYCVGANYTWLLVEGVYLHSLLVLVGGSEEGHFRYYLLLGWGAPALFVIPWVIVRYLYENTQCWERNEVKAIWWIIRTPILMTILINFLIFIRILGILLSKLRTRQMRCRDYRLRLARSTLTLVPLLGVHEVVFAPVTEEQARGALRFAKLGFEIFLSSFQGFLVSVLYCFINKEVQSEIRRGWHHCRLRRSLGEEQRQLPERAFRALPSGSGPGEVPTSRGLSSGTLPGPGNEASRELESYC. The pKi is 5.4. (8) The drug is C[C@H]1CCCC(C)(C)[C@@]1(O)/C=C/C=C\C(=O)O. The target protein (Q9FH76) has sequence MDFSGLFLTLSAAALFLCLLRFIAGVRRSSSTKLPLPPGTMGYPYVGETFQLYSQDPNVFFAAKQRRYGSVFKTHVLGCPCVMISSPEAAKFVLVTKSHLFKPTFPASKERMLGKQAIFFHQGDYHSKLRKLVLRAFMPDAIRNMVPHIESIAQESLNSWDGTQLNTYQEMKTYTFNVALISILGKDEVYYREDLKRCYYILEKGYNSMPINLPGTLFHKAMKARKELAQILANILSKRRQNPSSHTDLLGSFMEDKAGLTDEQIADNIIGVIFAARDTTASVLTWILKYLADNPTVLEAVTEEQMAIRKDKKEGESLTWEDTKKMPLTYRVIQETLRAATILSFTFREAVEDVEYEGYLIPKGWKVLPLFRNIHHNADIFSDPGKFDPSRFEVAPKPNTFMPFGSGIHSCPGNELAKLEISVLIHHLTTKYRWSIVGPSDGIQYGPFALPQNGLPIALERKP. The pKi is 6.4.